Dataset: Forward reaction prediction with 1.9M reactions from USPTO patents (1976-2016). Task: Predict the product of the given reaction. (1) Given the reactants [N:1]1[C:10]2[CH:9]=[CH:8][CH:7]=[C:6]([NH2:11])[C:5]=2[CH:4]=[CH:3][CH:2]=1.[CH:12]1([CH2:17][CH2:18][C:19](O)=[O:20])[CH2:16][CH2:15][CH2:14][CH2:13]1, predict the reaction product. The product is: [N:1]1[C:10]2[C:5](=[C:6]([NH:11][C:19](=[O:20])[CH2:18][CH2:17][CH:12]3[CH2:16][CH2:15][CH2:14][CH2:13]3)[CH:7]=[CH:8][CH:9]=2)[CH:4]=[CH:3][CH:2]=1. (2) Given the reactants Br[C:2]1[CH:3]=[C:4]2[C:9](=[CH:10][CH:11]=1)[N:8]=[CH:7][CH:6]=[N:5]2.[C:12]([O:16][C:17]([N:19]1[CH2:24][CH:23]=[C:22](B2OC(C)(C)C(C)(C)O2)[CH2:21][CH2:20]1)=[O:18])([CH3:15])([CH3:14])[CH3:13].C(=O)([O-])[O-].[Na+].[Na+].C(OC(=O)C)C, predict the reaction product. The product is: [C:12]([O:16][C:17]([N:19]1[CH2:20][CH:21]=[C:22]([C:2]2[CH:3]=[C:4]3[C:9](=[CH:10][CH:11]=2)[N:8]=[CH:7][CH:6]=[N:5]3)[CH2:23][CH2:24]1)=[O:18])([CH3:15])([CH3:13])[CH3:14].